Task: Predict the reactants needed to synthesize the given product.. Dataset: Full USPTO retrosynthesis dataset with 1.9M reactions from patents (1976-2016) Given the product [CH:30]1[CH:31]=[CH:32][C:27]([CH2:26][CH2:25][C@H:24]([OH:33])[CH2:23][CH2:22][C@@H:8]2[C@@H:47]([CH2:26]/[CH:25]=[CH:24]\[CH2:23][CH2:22][CH2:8][C:7]([OH:6])=[O:39])[C@@H:46]([OH:49])[CH2:48][C@H:7]2[OH:6])=[CH:28][CH:29]=1, predict the reactants needed to synthesize it. The reactants are: C(OC([O:6][C@@H:7]1C[C@H](O)[C@@H]([C@@H](CCC=CC)C(O)=O)[CH:8]1[CH2:22][CH2:23][C@@H:24]([O:33]C(OCC)C)[CH2:25][CH2:26][C:27]1[CH:32]=[CH:31][CH:30]=[CH:29][CH:28]=1)C)C.[OH2:39].P(=O)(O)(O)O.C[C:46]([O:49]C)([CH3:48])[CH3:47].